This data is from Reaction yield outcomes from USPTO patents with 853,638 reactions. The task is: Predict the reaction yield, written as a fraction of the theoretical maximum amount of product (1.0 means a 100% yield; for example, 0.34 means a 34% yield). The reactants are [CH3:1][C:2]([CH3:27])([O:5][C:6]1[CH:7]=[CH:8][C:9]2[C:10](=[O:26])[C:11]3[C:16]([O:17][C:18]=2[C:19]=1[O:20][C:21]([CH3:25])([CH3:24])[C:22]#[CH:23])=[CH:15][CH:14]=[CH:13][CH:12]=3)[C:3]#[CH:4]. The catalyst is CO.[Pd]. The product is [CH3:1][C:2]([CH3:27])([O:5][C:6]1[CH:7]=[CH:8][C:9]2[C:10](=[O:26])[C:11]3[C:16]([O:17][C:18]=2[C:19]=1[O:20][C:21]([CH3:25])([CH3:24])[CH:22]=[CH2:23])=[CH:15][CH:14]=[CH:13][CH:12]=3)[CH:3]=[CH2:4]. The yield is 0.770.